This data is from Reaction yield outcomes from USPTO patents with 853,638 reactions. The task is: Predict the reaction yield, written as a fraction of the theoretical maximum amount of product (1.0 means a 100% yield; for example, 0.34 means a 34% yield). (1) The reactants are Cl.[NH2:2][C:3]1[CH:8]=[CH:7][C:6]([S:9]([N:12]2[CH2:16][CH2:15][S:14][CH:13]2[C:17]([O:19]C)=[O:18])(=[O:11])=[O:10])=[CH:5][CH:4]=1.Cl. The catalyst is CO.[Li+].[OH-]. The product is [NH2:2][C:3]1[CH:8]=[CH:7][C:6]([S:9]([N:12]2[CH2:16][CH2:15][S:14][CH:13]2[C:17]([OH:19])=[O:18])(=[O:11])=[O:10])=[CH:5][CH:4]=1. The yield is 0.910. (2) The reactants are Cl.[CH2:2]([N:9]1[CH2:14][CH2:13][C@@H:12]([CH:15]2[CH2:17][CH2:16]2)[C@H:11]([NH:18]P(=O)(OCC)OCC)[CH2:10]1)[C:3]1[CH:8]=[CH:7][CH:6]=[CH:5][CH:4]=1.[CH3:27][C:28]([O:31][C:32](O[C:32]([O:31][C:28]([CH3:30])([CH3:29])[CH3:27])=[O:33])=[O:33])([CH3:30])[CH3:29].C(OCC)(=O)C. The catalyst is O1CCOCC1.C1COCC1.[OH-].[Na+]. The product is [CH2:2]([N:9]1[CH2:14][CH2:13][C@@H:12]([CH:15]2[CH2:16][CH2:17]2)[C@H:11]([NH:18][C:32](=[O:33])[O:31][C:28]([CH3:30])([CH3:29])[CH3:27])[CH2:10]1)[C:3]1[CH:4]=[CH:5][CH:6]=[CH:7][CH:8]=1. The yield is 0.810. (3) The reactants are [C:1]([N:5]([C:7](=[O:16])[C:8]1[CH:13]=[C:12]([CH3:14])[CH:11]=[C:10]([CH3:15])[CH:9]=1)[NH2:6])([CH3:4])([CH3:3])[CH3:2].C([O-])([O-])=O.[K+].[K+].C(Cl)Cl.[N+:26]([C:29]1[CH:30]=[C:31]([CH:35]=[CH:36][C:37]=1[B:38]1[O:42][C:41]([CH3:44])([CH3:43])[C:40]([CH3:46])([CH3:45])[O:39]1)[C:32](Cl)=[O:33])([O-:28])=[O:27]. The catalyst is O. The product is [C:1]([N:5]([C:7](=[O:16])[C:8]1[CH:9]=[C:10]([CH3:15])[CH:11]=[C:12]([CH3:14])[CH:13]=1)[NH:6][C:32](=[O:33])[C:31]1[CH:35]=[CH:36][C:37]([B:38]2[O:42][C:41]([CH3:43])([CH3:44])[C:40]([CH3:46])([CH3:45])[O:39]2)=[C:29]([N+:26]([O-:28])=[O:27])[CH:30]=1)([CH3:4])([CH3:3])[CH3:2]. The yield is 0.910. (4) The reactants are [C:1]([CH2:3][CH2:4][O:5][C@@H:6]1[C@H:11]([NH:12][C:13](=[O:19])[O:14][C:15]([CH3:18])([CH3:17])[CH3:16])[CH:10]=[C:9]([C:20]2[CH:25]=[CH:24][N:23]=[CH:22][C:21]=2[N+:26]([O-])=O)[CH2:8][C@@H:7]1[CH3:29])#[N:2]. The catalyst is CCO. The product is [NH2:26][C:21]1[CH:22]=[N:23][CH:24]=[CH:25][C:20]=1[C@@H:9]1[CH2:10][C@H:11]([NH:12][C:13](=[O:19])[O:14][C:15]([CH3:18])([CH3:17])[CH3:16])[C@H:6]([O:5][CH2:4][CH2:3][C:1]#[N:2])[C@H:7]([CH3:29])[CH2:8]1. The yield is 0.310. (5) The reactants are [Cl:1][CH2:2][C@H:3]1[O:8][CH2:7][C@@H:6]2[CH2:9][CH2:10][CH2:11][N:5]2[CH2:4]1.FC(F)(F)C(O)=O.[Br:19][C:20]1[CH:25]=[CH:24][C:23]([NH:26][C:27]2[C:36]3[C:31](=[CH:32][C:33]([OH:39])=[C:34]([O:37][CH3:38])[CH:35]=3)[N:30]=[CH:29][N:28]=2)=[C:22]([Cl:40])[C:21]=1[Cl:41].C(=O)([O-])[O-].[K+].[K+]. The catalyst is CC(N(C)C)=O. The product is [ClH:1].[Br:19][C:20]1[CH:25]=[CH:24][C:23]([NH:26][C:27]2[C:36]3[C:31](=[CH:32][C:33]([O:39][CH2:2][C@H:3]4[O:8][CH2:7][C@@H:6]5[CH2:9][CH2:10][CH2:11][N:5]5[CH2:4]4)=[C:34]([O:37][CH3:38])[CH:35]=3)[N:30]=[CH:29][N:28]=2)=[C:22]([Cl:40])[C:21]=1[Cl:41]. The yield is 0.340. (6) The reactants are C[O:2][C:3](=O)[C:4]1[CH:9]=[CH:8][C:7]([C:10]2[S:11][C:12]3[CH:18]=[CH:17][CH:16]=[CH:15][C:13]=3[N:14]=2)=[CH:6][CH:5]=1.CC(C[AlH]CC(C)C)C.C(C(C(C([O-])=O)O)O)([O-])=O.[K+].[Na+]. The catalyst is C1COCC1. The product is [S:11]1[C:12]2[CH:18]=[CH:17][CH:16]=[CH:15][C:13]=2[N:14]=[C:10]1[C:7]1[CH:8]=[CH:9][C:4]([CH2:3][OH:2])=[CH:5][CH:6]=1. The yield is 0.750. (7) The reactants are [CH3:1][O:2][C:3]([C:5]1[S:6][C:7]([C:11]#[C:12][C:13]([CH3:16])([CH3:15])[CH3:14])=[CH:8][C:9]=1I)=[O:4].C1C=CC(P(C2C(C3C(P(C4C=CC=CC=4)C4C=CC=CC=4)=CC=C4C=3C=CC=C4)=C3C(C=CC=C3)=CC=2)C2C=CC=CC=2)=CC=1.C(=O)([O-])[O-].[Cs+].[Cs+].[O:69]1[C:73]2([CH2:78][CH2:77][CH:76]([NH2:79])[CH2:75][CH2:74]2)[O:72][CH2:71][CH2:70]1. The catalyst is C1(C)C=CC=CC=1.C([O-])(=O)C.[Pd+2].C([O-])(=O)C. The product is [CH3:1][O:2][C:3]([C:5]1[S:6][C:7]([C:11]#[C:12][C:13]([CH3:16])([CH3:15])[CH3:14])=[CH:8][C:9]=1[NH:79][CH:76]1[CH2:77][CH2:78][C:73]2([O:69][CH2:70][CH2:71][O:72]2)[CH2:74][CH2:75]1)=[O:4]. The yield is 0.500. (8) The reactants are [CH:1]([O:4][C:5]1[C:10]2[CH:11]=[C:12]([C:14]([O-:16])=[O:15])[O:13][C:9]=2[CH:8]=[CH:7][CH:6]=1)([CH3:3])[CH3:2].[OH-].[Na+]. The catalyst is CO.C1COCC1. The product is [CH:1]([O:4][C:5]1[C:10]2[CH:11]=[C:12]([C:14]([OH:16])=[O:15])[O:13][C:9]=2[CH:8]=[CH:7][CH:6]=1)([CH3:3])[CH3:2]. The yield is 0.940. (9) The reactants are N1C=CN=C1N[C:7]([C:9]1[C:17]2[N:16]=[C:15]([NH:18][C:19]([C:21]3[N:22]=[CH:23][C:24]4[C:29]([CH:30]=3)=[CH:28][CH:27]=[CH:26][CH:25]=4)=[O:20])[NH:14][C:13]=2[CH:12]=[CH:11][CH:10]=1)=[O:8].CN(C(ON1N=NC2C=CC=CC1=2)=[N+](C)C)C.F[P-](F)(F)(F)(F)F.[CH3:55][S:56]([C:59]1[CH:66]=[CH:65][C:62]([CH2:63][NH2:64])=[CH:61][CH:60]=1)(=[O:58])=[O:57]. The catalyst is CN(C=O)C.CCN(C(C)C)C(C)C. The product is [CH3:55][S:56]([C:59]1[CH:66]=[CH:65][C:62]([CH2:63][NH:64][C:7]([C:9]2[C:17]3[N:16]=[C:15]([NH:18][C:19]([C:21]4[N:22]=[CH:23][C:24]5[C:29]([CH:30]=4)=[CH:28][CH:27]=[CH:26][CH:25]=5)=[O:20])[NH:14][C:13]=3[CH:12]=[CH:11][CH:10]=2)=[O:8])=[CH:61][CH:60]=1)(=[O:57])=[O:58]. The yield is 0.330. (10) The reactants are [CH2:1]([NH:4][C:5]1[N:10]=[C:9]([NH:11][CH2:12][CH2:13][CH3:14])[N:8]=[C:7]([N:15]([CH3:19])[O:16][CH2:17][CH3:18])[N:6]=1)[CH2:2][CH3:3].[OH:20][S:21]([OH:24])(=[O:23])=[O:22]. No catalyst specified. The product is [S:21]([OH:24])([OH:23])(=[O:22])=[O:20].[CH2:1]([NH:4][C:5]1[N:10]=[C:9]([NH:11][CH2:12][CH2:13][CH3:14])[N:8]=[C:7]([N:15]([CH3:19])[O:16][CH2:17][CH3:18])[N:6]=1)[CH2:2][CH3:3]. The yield is 0.910.